Dataset: Human Reference Interactome with 51,813 positive PPI pairs across 8,248 proteins, plus equal number of experimentally-validated negative pairs. Task: Binary Classification. Given two protein amino acid sequences, predict whether they physically interact or not. (1) Protein 1 (ENSG00000068323) has sequence MSHAAEPARDGVEASAEGPRAVFVLLEERRPADSAQLLSLNSLLPESGIVADIELENVLDPDSFYELKSQPLPLRSSLPISLQATPATPATLSASSSAGGSRTPAMSSSSSSRVLLRQQLMRAQAQEQERRERREQAAAAPFPSPAPASPAISVVGVSAGGHTLSRPPPAQVPREVLKVQTHLENPTRYHLQQARRQQVKQYLSTTLGPKLASQALTPPPGPASAQPLPAPEAAHTTGPTGSAPNSPMALLTIGSSSEKEIDDVIDEIISLESSYNDEMLSYLPGGTTGLQLPSTLPVSG.... Protein 2 (ENSG00000121644) has sequence MGANQLVVLNVYDMYWMNEYTSSIGIGVFHSGIEVYGRAVVLGSTDFLEDDIEKIVEELGKEYKGNAYHLMHKNCNHFSSALSEILCGKEIPRWINRLAYFSSCIPFLQSCLPKEWLTPAALQSSVSQELQDELEEAEDAAASASVASTAAGSRPGRHTKL*MGANQLVVLNVYDMYWMNEYTSSIGIGVFHSGIEVYGREFAYGGHPYPFSGIFEISPGNASELGETFKFKEAVVLGSTDFLEDDIEKIVEELGKEYKGNAYHLMHKNCNHFSSALSEILCGKEIPRWINRLAYFSSCI.... Result: 0 (the proteins do not interact). (2) Protein 1 (ENSG00000117298) has sequence MEALRESVLHLALQMSTYKRATLDEEDLVDSLSEGDAYPNGLQVNFHSPRSGQRCWAARTQVEKRLVVLVVLLAAGLVACLAALGIQYQTRSPSVCLSEACVSVTSSILSSMDPTVDPCHDFFSYACGGWIKANPVPDGHSRWGTFSNLWEHNQAIIKHLLENSTASVSEAERKAQVYYRACMNETRIEELRAKPLMELIERLGGWNITGPWAKDNFQDTLQVVTAHYRTSPFFSVYVSADSKNSNSNVIQVDQSGLGLPSRDYYLNKTENEKVLTGYLNYMVQLGKLLGGGDEEAIRPQ.... Protein 2 (ENSG00000071575) has sequence MNIHRSTPITIARYGRSRNKTQDFEELSSIRSAEPSQSFSPNLGSPSPPETPNLSHCVSCIGKYLLLEPLEGDHVFRAVHLHSGEELVCKVFDISCYQESLAPCFCLSAHSNINQITEIILGETKAYVFFERSYGDMHSFVRTCKKLREEEAARLFYQIASAVAHCHDGGLVLRDLKLRKFIFKDEERTRVKLESLEDAYILRGDDDSLSDKHGCPAYVSPEILNTSGSYSGKAADVWSLGVMLYTMLVGRYPFHDIEPSSLFSKIRRGQFNIPETLSPKAKCLIRSILRREPSERLTSQ.... Result: 0 (the proteins do not interact). (3) Protein 1 (ENSG00000042753) has sequence MIRFILIQNRAGKTRLAKWYMQFDDDEKQKLIEEVHAVVTVRDAKHTNFVEFRNFKIIYRRYAGLYFCICVDVNDNNLAYLEAIHNFVEVLNEYFHNVCELDLVFNFYKVYTVVDEMFLAGEIRETSQTKVLKQLLMLQSLE*MIRFILIQNRAGKTRLAKWYMQFDDDEKQKLIEEVHAVVTVRDAKHTNFVEVLAISVADSLSVLQFRNFKIIYRRYAGLYFCICVDVNDNNLAYLEAIHNFVEVLNEYFHNVCELDLVFNFYKVYTVVDEMFLAGEIRETSQTKVLKQLLMLQSLE*.... Protein 2 (ENSG00000069329) has sequence MPTTQQSPQDEQEKLLDEAIQAVKVQSFQMKRCLDKNKLMDALKHASNMLGELRTSMLSPKSYYELYMAISDELHYLEVYLTDEFAKGRKVADLYELVQYAGNIIPRLYLLITVGVVYVKSFPQSRKDILKDLVEMCRGVQHPLRGLFLRNYLLQCTRNILPDEGEPTDEETTGDISDSMDFVLLNFAEMNKLWVRMQHQGHSRDREKRERERQELRILVGTNLVRLSQLEGVNVERYKQIVLTGILEQVVNCRDALAQEYLMECIIQVFPDEFHLQTLNPFLRACAELHQNVNVKNIII.... Result: 0 (the proteins do not interact). (4) Protein 1 (ENSG00000141425) has sequence MSAFSEAALEKKLSELSNSQQSVQTLSLWLIHHRKHSRPIVTVWERELRKAKPNRKLTFLYLANDVIQNSKRKGPEFTKDFAPVIVEAFKHVSSETDESCKKHLGRVLSIWEERSVYENDVLEQLKQALYGDKKPRKRTYEQIKVDENENCSSLGSPSEPPQTLDLVRALQDLENAASGDAAVHQRIASLPVEVQEVSLLDKITDKESGERLSKMVEDACMLLADYNGRLAAEIDDRKQLTRMLADFLRCQKEALAEKEHKLEEYKRKLARVSLVRKELRSRIQSLPDLSRLPNVTGSHM.... Protein 2 (ENSG00000110442) has sequence MAALTAEHFAALQSLLKASSKDVVRQLCQESFSSSALGLKKLLDVTCSSLSVTQEEAEELLQALHRLTRLVAFRDLSSAEAILALFPENFHQNLKNLLTKIILEHVSTWRTEAQANQISLPRLVDLDWRVDIKTSSDSISRMAVPTCLLQMKIQEDPSLCGDKPSISAVTVELSKETLDTMLDGLGRIRDQLSAVASK*MAALTAEHFAALQSLLKLLQALHRLTRLVAFRDLSSAEAILALFPENFHQNLKNLLTKIILEHVSTWRTEAQANQISLPRLVDLDWRVDIKTSSDSISRMA.... Result: 0 (the proteins do not interact). (5) Protein 1 (ENSG00000002549) has sequence MFLLPLPAAGRVVVRRLAVRRFGSRSLSTADMTKGLVLGIYSKEKEDDVPQFTSAGENFDKLLAGKLRETLNISGPPLKAGKTRTFYGLHQDFPSVVLVGLGKKAAGIDEQENWHEGKENIRAAVAAGCRQIQDLELSSVEVDPCGDAQAAAEGAVLGLYEYDDLKQKKKMAVSAKLYGSGDQEAWQKGVLFASGQNLARQLMETPANEMTPTRFAEIIEKNLKSASSKTEVHIRPKSWIEEQAMGSFLSVAKGSDEPPVFLEIHYKGSPNANEPPLVFVGKGITFDSGGISIKASANMD.... Protein 2 (ENSG00000064195) has sequence MSGSFDRKLSSILTDISSSLSCHAGSKDSPTLPESSVTDLGYYSAPQHDYYSGQPYGQTVNPYTYHHQFNLNGLAGTGAYSPKSEYTYGASYRQYGAYREQPLPAQDPVSVKEEPEAEVRMVNGKPKKVRKPRTIYSSYQLAALQRRFQKAQYLALPERAELAAQLGLTQTQVKIWFQNRRSKFKKLYKNGEVPLEHSPNNSDSMACNSPPSPALWDTSSHSTPAPARSQLPPPLPYSASPSYLDDPTNSWYHAQNLSGPHLQQQPPQPATLHHASPGPPPNPGAVY*MVNGKPKKVRKP.... Result: 0 (the proteins do not interact). (6) Protein 1 (ENSG00000168386) has sequence MRSRGSDTEGSAQKKFPRHTKGHSFQGPKNMKHRQQDKDSPSESDVILPCPKAEKPHSGNGHQAEDLSRDDLLFLLSILEGELQARDEVIGILKAEKMDLALLEAQYGFVTPKKVLEALQRDAFQAKSTPWQEDIYEKPMNELDKVVEKHKESYRRILGQLLVAEKSRRQTILELEEEKRKHKEYMEKSDEFICLLEQECERLKKLIDQEIKSQEEKEQEKEKRVTTLKEELTKLKSFALMVVDEQQRLTAQLTLQRQKIQELTTNAKETHTKLALAEARVQEEEQKATRLEKELQTQTT.... Protein 2 (ENSG00000160226) has sequence MKLTRKMVLTRAKASELHSVRKLNCWGSRLTDISICQEMPSLEVITLSVNSISTLEPVSRCQRLSELYLRRNRIPSLAELFYLKGLPRLRVLWLAENPCCGTSPHRYRMTVLRTLPRLQKLDNQAVTEEELSRALSEGEEITAAPEREGTGHGGPKLCCTLSSLSSAAETGRDPLDSEEEATGAQDERGLKPPSRGQFPSLSARDASSSHRGRNVLTAILLLLRELDAEGLEAVQQTVGSRLQALRGEEVQEHAE*MKLTRKMVLTRAKASELHSVRKLNCWGSRLTDISICQEMPSLEV.... Result: 0 (the proteins do not interact). (7) Protein 1 (ENSG00000176261) has sequence XSRVSNPAVMAQEEEDVRDYNLTEEQKAIKAKYPPVNRKYECELHAWGDTLEEAFEQCAMAMFGYMTDTGTVEPLQTVEVETQGDDLQSLLFHFLDEWLYKFSADEFFIPREVKVLSIDQRNFKLRSIGWGEEFSLSKHPQGTEVKAITYSAMQVYNEENPEVFVIIDI*MKGGSRVSNPAVMAQEEEDVRDYNLTEEQKAIKAKYPPVNRKYEYQQTHLLQSPHRIYSHLHSSAIWNPYLHLMGT*MFQSWLHAWGDTLEEAFEQCAMAMFGYMTDTGTVEPLQTVEVETQGDDLQSLL.... Protein 2 (ENSG00000124171) has sequence MNRSHRHGAGSGCLGTMEVKSKFGAEFRRFSLERSKPGKFEEFYGLLQHVHKIPNVDVLVGYADIHGDLLPINNDDNYHKAVSTANPLLRIFIQKKEEADYSAFGTDTLIKKKNVLTNVLRPDNHRKKPHIVISMPQDFRPVSSIIDVDILPETHRRVRLYKYGTEKPLGFYIRDGSSVRVTPHGLEKVPGIFISRLVPGGLAQSTGLLAVNDEVLEVNGIEVSGKSLDQVTDMMIANSRNLIITVRPANQRNNVVRNSRTSGSSGQSTDNSLLGYPQQIEPSFEPEDEDSEEDDIIIED.... Result: 0 (the proteins do not interact). (8) Protein 1 (ENSG00000206172) has sequence MVLSPADKTNVKAAWGKVGAHAGEYGAEALERMFLSFPTTKTYFPHFDLSHGSAQVKGHGKKVADALTNAVAHVDDMPNALSALSDLHAHKLRVDPVNFKLLSHCLLVTLAAHLPAEFTPAVHASLDKFLASVSTVLTSKYR*MFLSFPTTKTYFPHFDLSHGSAQVKGHGKKVADALTNAVAHVDDMPNALSALSDLHAHKLRVDPVNFKLLSHCLLVTLAAHLPAEFTPAVHASLDKFLASVSTVLTSKYR*. Protein 2 (ENSG00000244734) has sequence MVHLTPEEKSAVTALWGKVNVDEVGGEALGRLLVVYPWTQRFFESFGDLSTPDAVMGNPKVKAHGKKVLGAFSDGLAHLDNLKGTFATLSELHCDKLHVDPENFRLLGNVLVCVLAHHFGKEFTPPVQAAYQKVVAGVANALAHKYH*MVHLTPEEKSAVTALWGKVNVDEVGGEALGRLLVVYPWTQRFFESFGDLSTPDAVMGNPKVKAHGKKVLGAFSDGLAHLDNLKGTFATLSMVHLTPEEKSAVTALWGKVNVDEVGGEALGRLLVVYPWTQRFFESFGDLSTPDAVMGNPKVK.... Result: 1 (the proteins interact). (9) Protein 1 (ENSG00000173338) has sequence MGGLRPWSRYGLLVVAHLLALGLGAVVFQALEGPPACRLQAELRAELAAFQAEHRACLPPGALEELLGTALATQAHGVSTLGNSSEGRTWDLPSALLFAASILTTTGYGHMAPLSPGGKAFCMVYAALGLPASLALVATLRHCLLPVLSRPRAWVAVHWQLSPARAALLQAVALGLLVASSFVLLPALVLWGLQGDCSLLGAVYFCFSSLSTIGLEDLLPGRGRSLHPVIYHLGQLALLGGGTSLQGTAWEG*MGGLRPWSRYGLLVVAHLLALGLGAVVFQALEGPPACRLQAELRAEL.... Protein 2 (ENSG00000105618) has sequence MSLADELLADLEEAAEEEEGGSYGEEEEEPAIEDVQEETQLDLSGDSVKTIAKLWDSKMFAEIMMKIEEYISKQAKASEVMGPVEAAPEYRVIVDANNLTVEIENELNIIHKFIRDKYSKRFPELESLVPNALDYIRTVKELGNSLDKCKNNENLQQILTNATIMVVSVTASTTQGQQLSEEELERLEEACDMALELNASKHRIYEYVESRMSFIAPNLSIIIGASTAAKIMGVAGGLTNLSKMPACNIMLLGAQRKTLSGFSSTSVLPHTGYIYHSDIVQSLPPDLRRKAARLVAAKCT.... Result: 0 (the proteins do not interact).